From a dataset of Peptide-MHC class I binding affinity with 185,985 pairs from IEDB/IMGT. Regression. Given a peptide amino acid sequence and an MHC pseudo amino acid sequence, predict their binding affinity value. This is MHC class I binding data. (1) The peptide sequence is IEYSDFATSA. The MHC is HLA-B18:01 with pseudo-sequence HLA-B18:01. The binding affinity (normalized) is 0.547. (2) The peptide sequence is SENDWFSCM. The MHC is HLA-B18:01 with pseudo-sequence HLA-B18:01. The binding affinity (normalized) is 0.518. (3) The peptide sequence is RKAGVNQAK. The MHC is HLA-B58:01 with pseudo-sequence HLA-B58:01. The binding affinity (normalized) is 0.0847. (4) The peptide sequence is QPWTPVSSF. The MHC is HLA-A69:01 with pseudo-sequence HLA-A69:01. The binding affinity (normalized) is 0.0847. (5) The peptide sequence is VNMISRML. The MHC is H-2-Kb with pseudo-sequence H-2-Kb. The binding affinity (normalized) is 0.588.